This data is from Reaction yield outcomes from USPTO patents with 853,638 reactions. The task is: Predict the reaction yield, written as a fraction of the theoretical maximum amount of product (1.0 means a 100% yield; for example, 0.34 means a 34% yield). (1) The reactants are [N:1]1[C:10]2[C:5](=[CH:6][CH:7]=[C:8]([C:11]([NH2:13])=O)[CH:9]=2)[CH:4]=[CH:3][CH:2]=1.P(Cl)(Cl)(Cl)=O.N. The catalyst is C(Cl)(Cl)Cl. The product is [N:1]1[C:10]2[C:5](=[CH:6][CH:7]=[C:8]([C:11]#[N:13])[CH:9]=2)[CH:4]=[CH:3][CH:2]=1. The yield is 0.720. (2) The reactants are C([O:5][C:6](=[O:35])[C:7]1[CH:12]=[CH:11][C:10]([NH:13][CH:14]([C:25]2[CH:30]=[CH:29][C:28]([C:31]([CH3:34])([CH3:33])[CH3:32])=[CH:27][CH:26]=2)[C:15](=[O:24])[NH:16][C:17]2[CH:22]=[CH:21][C:20]([I:23])=[CH:19][CH:18]=2)=[CH:9][CH:8]=1)(C)(C)C.C(O)(C(F)(F)F)=O. The catalyst is ClCCl. The product is [C:31]([C:28]1[CH:27]=[CH:26][C:25]([CH:14]([NH:13][C:10]2[CH:9]=[CH:8][C:7]([C:6]([OH:35])=[O:5])=[CH:12][CH:11]=2)[C:15](=[O:24])[NH:16][C:17]2[CH:22]=[CH:21][C:20]([I:23])=[CH:19][CH:18]=2)=[CH:30][CH:29]=1)([CH3:34])([CH3:32])[CH3:33]. The yield is 0.870. (3) No catalyst specified. The reactants are [CH3:1][O:2][CH2:3][C:4](=O)[CH2:5][C:6]([O:8][CH3:9])=[O:7].[CH3:11]OC(OC)N(C)C.Cl.[CH3:20][O:21][C:22]1[CH:27]=[CH:26][C:25]([NH:28][NH2:29])=[CH:24][CH:23]=1. The product is [CH3:1][O:2][CH2:3][C:4]1[C:5]([C:6]([O:8][CH3:9])=[O:7])=[CH:11][N:28]([C:25]2[CH:26]=[CH:27][C:22]([O:21][CH3:20])=[CH:23][CH:24]=2)[N:29]=1. The yield is 0.500. (4) The reactants are [C:1]([O:5][C:6]([C:8]([NH2:12])([OH:11])[CH2:9][CH3:10])=[O:7])([CH3:4])([CH3:3])[CH3:2].CN(C=O)C.[CH3:18][C:19]([NH:21][C:22]1[CH:23]=[CH:24][C:25]([CH2:28][C:29]([OH:31])=[O:30])=[CH:26][CH:27]=1)=[O:20].CCN=C=NCCCN(C)C.Cl. The catalyst is ClCCl.CN(C1C=CN=CC=1)C.C(OCC)(=O)C. The product is [C:6]([C:8]([NH2:12])([OH:11])[CH2:9][CH3:10])([O:5][C:1]([CH3:2])([CH3:4])[CH3:3])=[O:7].[CH3:18][C:19]([NH:21][C:22]1[CH:27]=[CH:26][C:25]([CH2:28][C:29]([OH:31])=[O:30])=[CH:24][CH:23]=1)=[O:20]. The yield is 0.830. (5) The reactants are [N:1]1([C:6]2[CH:11]=[CH:10][C:9]([S:12][C:13]3[CH:18]=[CH:17][N:16]=[C:15](Cl)[N:14]=3)=[CH:8][CH:7]=2)[CH:5]=[N:4][N:3]=[N:2]1.[O:20]1[CH2:25][CH2:24][N:23]([C:26]2[CH:32]=[CH:31][C:29]([NH2:30])=[CH:28][CH:27]=2)[CH2:22][CH2:21]1. No catalyst specified. The product is [N:1]1([C:6]2[CH:11]=[CH:10][C:9]([S:12][C:13]3[CH:18]=[CH:17][N:16]=[C:15]([NH:30][C:29]4[CH:28]=[CH:27][C:26]([N:23]5[CH2:24][CH2:25][O:20][CH2:21][CH2:22]5)=[CH:32][CH:31]=4)[N:14]=3)=[CH:8][CH:7]=2)[CH:5]=[N:4][N:3]=[N:2]1. The yield is 0.380. (6) The reactants are C([O:3][C:4](=[O:23])[C:5]1[CH:10]=[CH:9][C:8]([C:11]([F:14])([F:13])[F:12])=[N:7][C:6]=1[CH2:15][N:16]1[N:20]=[C:19]([CH3:21])[O:18][C:17]1=[O:22])C.O[Li].O. The catalyst is C1COCC1.O. The product is [CH3:21][C:19]1[O:18][C:17](=[O:22])[N:16]([CH2:15][C:6]2[N:7]=[C:8]([C:11]([F:14])([F:12])[F:13])[CH:9]=[CH:10][C:5]=2[C:4]([OH:23])=[O:3])[N:20]=1. The yield is 0.920.